From a dataset of Reaction yield outcomes from USPTO patents with 853,638 reactions. Predict the reaction yield, written as a fraction of the theoretical maximum amount of product (1.0 means a 100% yield; for example, 0.34 means a 34% yield). (1) The reactants are [OH:1][C:2]1([CH2:15][NH:16][C:17](=[O:22])[C:18]([F:21])([F:20])[F:19])[CH2:7][CH2:6][N:5](C(OC(C)(C)C)=O)[CH2:4][CH2:3]1. The catalyst is O1CCOCC1.Cl. The product is [F:21][C:18]([F:19])([F:20])[C:17]([NH:16][CH2:15][C:2]1([OH:1])[CH2:7][CH2:6][NH:5][CH2:4][CH2:3]1)=[O:22]. The yield is 0.900. (2) The reactants are C1COCC1.Br[C:7]1[C:8]([C:12]2[CH:13]=[N:14][CH:15]=[CH:16][CH:17]=2)=[N:9][O:10][CH:11]=1.[CH:18](/B(O)O)=[CH:19]\[CH2:20][CH2:21][CH2:22][CH3:23].[O-]P([O-])([O-])=O.[K+].[K+].[K+]. The catalyst is C(OCC)(=O)C.CC([O-])=O.CC([O-])=O.[Pd+2].COC1C=CC=C(OC)C=1C1C=CC=CC=1P(C1CCCCC1)C1CCCCC1. The product is [CH:18]([C:7]1[C:8]([C:12]2[CH:13]=[N:14][CH:15]=[CH:16][CH:17]=2)=[N:9][O:10][CH:11]=1)=[CH:19][CH2:20][CH2:21][CH2:22][CH3:23]. The yield is 0.690. (3) The yield is 0.920. The catalyst is N.CO.[Ni]. The product is [NH2:2][CH2:1][C@@H:3]([N:11]([CH3:19])[C:12](=[O:18])[O:13][C:14]([CH3:15])([CH3:17])[CH3:16])[CH2:4][C@H:5]1[CH2:10][CH2:9][CH2:8][O:7][CH2:6]1. The reactants are [C:1]([C@@H:3]([N:11]([CH3:19])[C:12](=[O:18])[O:13][C:14]([CH3:17])([CH3:16])[CH3:15])[CH2:4][C@H:5]1[CH2:10][CH2:9][CH2:8][O:7][CH2:6]1)#[N:2].CO.C(Cl)Cl.[O-][Mn](=O)(=O)=O.[K+]. (4) The reactants are S(=O)(=O)(O)O.[CH2:6]([C:8]1[CH:9]=[C:10]([OH:16])[CH:11]=[CH:12][C:13]=1[O:14][CH3:15])[CH3:7].[C:17](O)([CH3:20])([CH3:19])[CH3:18]. The catalyst is C(O)(=O)C. The product is [C:17]([C:11]1[CH:12]=[C:13]([O:14][CH3:15])[C:8]([CH2:6][CH3:7])=[CH:9][C:10]=1[OH:16])([CH3:20])([CH3:19])[CH3:18]. The yield is 0.980. (5) The reactants are [CH2:1]([O:3][C:4](=[O:26])[CH2:5][CH:6]1[O:10][B:9]([OH:11])[C:8]2[CH:12]=[C:13]([O:17][C:18]3[C:23]([C:24]#[N:25])=[N:22][CH:21]=[CH:20][N:19]=3)[CH:14]=[C:15]([CH3:16])[C:7]1=2)[CH3:2]. The catalyst is CO.Cl.[Pd]. The product is [CH2:1]([O:3][C:4](=[O:26])[CH2:5][CH:6]1[O:10][B:9]([OH:11])[C:8]2[CH:12]=[C:13]([O:17][C:18]3[C:23]([CH2:24][NH2:25])=[N:22][CH:21]=[CH:20][N:19]=3)[CH:14]=[C:15]([CH3:16])[C:7]1=2)[CH3:2]. The yield is 0.940.